This data is from Full USPTO retrosynthesis dataset with 1.9M reactions from patents (1976-2016). The task is: Predict the reactants needed to synthesize the given product. (1) The reactants are: [F:1][C:2]1[CH2:7][CH2:6][CH:5]([CH:8]([CH:17]2[CH2:22][CH2:21][C:20]([F:23])=[CH:19][CH2:18]2)[O:9][Si](CC)(CC)CC)[CH2:4][CH:3]=1.C1(C)C=CC(S(O)(=O)=O)=CC=1. Given the product [F:1][CH:2]1[CH2:7][CH2:6][CH:5]([CH:8]([CH:17]2[CH2:22][CH2:21][CH:20]([F:23])[CH2:19][CH2:18]2)[OH:9])[CH2:4][CH2:3]1, predict the reactants needed to synthesize it. (2) Given the product [F:1][C:2]1[CH:3]=[C:4]([N:28]2[CH2:32][C@H:31]([CH2:33][NH:34][C:35](=[O:37])[CH3:36])[O:30][C:29]2=[O:38])[CH:5]=[CH:6][C:7]=1[C:40]1[C:41]([C:59]([F:62])([F:61])[F:60])=[N:42][C:43]([O:46][C@@H:47]2[CH2:52][O:51][C:50]3=[N:53][C:54]([N+:56]([O-:58])=[O:57])=[CH:55][N:49]3[CH2:48]2)=[N:44][CH:45]=1, predict the reactants needed to synthesize it. The reactants are: [F:1][C:2]1[CH:3]=[C:4]([N:28]2[CH2:32][C@H:31]([CH2:33][NH:34][C:35](=[O:37])[CH3:36])[O:30][C:29]2=[O:38])[CH:5]=[CH:6][C:7]=1C1C(C)=NC(O[C@@H]2COC3=NC([N+]([O-])=O)=CN3C2)=CC=1.Br[C:40]1[C:41]([C:59]([F:62])([F:61])[F:60])=[N:42][C:43]([O:46][C@@H:47]2[CH2:52][O:51][C:50]3=[N:53][C:54]([N+:56]([O-:58])=[O:57])=[CH:55][N:49]3[CH2:48]2)=[N:44][CH:45]=1.